From a dataset of Experimentally validated miRNA-target interactions with 360,000+ pairs, plus equal number of negative samples. Binary Classification. Given a miRNA mature sequence and a target amino acid sequence, predict their likelihood of interaction. (1) The miRNA is mmu-miR-3569-3p with sequence UCAGUCUGCGCUCCUCUCCAGC. The protein sequence of the target gene is MPVFHTRTIESILEPVAQQISHLVIMHEEGEVDGKAIPDLTAPVAAVQAAVSNLVRVGKETVQTTEDQILKRDMPPAFIKVENACTKLVQAAQMLQSDPYSVPARDYLIDGSRGILSGTSDLLLTFDEAEVRKIIRVCKGILEYLTVAEVVETMEDLVTYTKNLGPGMTKMAKMIDERQQELTHQEHRVMLVNSMNTVKELLPVLISAMKIFVTTKNSKNQGIEEALKNRNFTVEKMSAEINEIIRVLQLTSWDEDAWASKDTEAMKRALASIDSKLNQAKGWLRDPNASPGDAGEQAIR.... Result: 0 (no interaction). (2) The protein sequence of the target gene is MNRSFHKSQTLRFYDCSAVEVKSKFGAEFRRFSLDRHKPGKFEDFYQLVVHTHHISNTEVTIGYADVHGDLLPINNDDNFCKAVSSANPLLRVFIQKREEADHYSFGAGTLSRKKKVLVTLRDDGLRRRPHLNISMPHDFRPVSSIIDVDILPETHRRVRLYRHGYEKPLGFYIRDGTSVRVTPHGLEKVPGIFISRMVPGGLAESTGLLAVNDEVLEVNGIEVAGKTLDQVTDMMIANSHNLIVTVKPANQRNNVVRSSRTSGSSVHSTDSTTSHHSLPGAHVLQNSEDVESDEEADIV.... The miRNA is mmu-miR-9-5p with sequence UCUUUGGUUAUCUAGCUGUAUGA. Result: 1 (interaction). (3) The miRNA is hsa-miR-455-3p with sequence GCAGUCCAUGGGCAUAUACAC. The protein sequence of the target gene is MGTRDDEYDYLFKVVLIGDSGVGKSNLLSRFTRNEFNLESKSTIGVEFATRSIQVDGKTIKAQIWDTAGQERYRAITSAYYRGAVGALLVYDIAKHLTYENVERWLKELRDHADSNIVIMLVGNKSDLRHLRAVPTDEARAFAEKNNLSFIETSALDSTNVEEAFKNILTEIYRIVSQKQIADRAAHDESPGNNVVDISVPPTTDGQKPNKLQCCQNL. Result: 1 (interaction). (4) The miRNA is hsa-miR-15b-5p with sequence UAGCAGCACAUCAUGGUUUACA. The protein sequence of the target gene is MSSARFDSSDRSAWYMGPVSRQEAQTRLQGQRHGMFLVRDSSTCPGDYVLSVSENSRVSHYIINSLPNRRFKIGDQEFDHLPALLEFYKIHYLDTTTLIEPAPRYPSPPMGSVSAPNLPTAEDNLEYVRTLYDFPGNDAEDLPFKKGEILVIIEKPEEQWWSARNKDGRVGMIPVPYVEKLVRSSPHGKHGNRNSNSYGIPEPAHAYAQPQTTTPLPAVSGSPGAAITPLPSTQNGPVFAKAIQKRVPCAYDKTALALEVGDIVKVTRMNINGQWEGEVNGRKGLFPFTHVKIFDPQNPD.... Result: 1 (interaction).